From a dataset of Full USPTO retrosynthesis dataset with 1.9M reactions from patents (1976-2016). Predict the reactants needed to synthesize the given product. Given the product [CH2:30]([O:19][CH2:18][NH:17][C:3]1[C:2]([F:1])=[CH:7][N:6]=[C:5]([O:8][CH2:9][C:10]2[CH:11]=[CH:12][C:13]([F:16])=[CH:14][CH:15]=2)[N:4]=1)[C:20]1[CH:25]=[CH:24][CH:23]=[CH:22][CH:21]=1, predict the reactants needed to synthesize it. The reactants are: [F:1][C:2]1[C:3]([NH:17][CH2:18][OH:19])=[N:4][C:5]([O:8][CH2:9][C:10]2[CH:15]=[CH:14][C:13]([F:16])=[CH:12][CH:11]=2)=[N:6][CH:7]=1.[C:20]1([CH3:30])[CH:25]=[CH:24][C:23](S(O)(=O)=O)=[CH:22][CH:21]=1.